From a dataset of Full USPTO retrosynthesis dataset with 1.9M reactions from patents (1976-2016). Predict the reactants needed to synthesize the given product. (1) Given the product [CH:12](=[N:11][CH2:10][CH2:9][C:5]1[CH:6]=[CH:7][CH:8]=[C:3]([O:2][CH3:1])[CH:4]=1)[C:13]1[CH:18]=[CH:17][CH:16]=[CH:15][CH:14]=1, predict the reactants needed to synthesize it. The reactants are: [CH3:1][O:2][C:3]1[CH:4]=[C:5]([CH2:9][CH2:10][NH2:11])[CH:6]=[CH:7][CH:8]=1.[CH:12](=O)[C:13]1[CH:18]=[CH:17][CH:16]=[CH:15][CH:14]=1.BrC1C=CC(C(C2C=CC=CC=2)N)=C(C)C=1. (2) Given the product [ClH:35].[CH3:1][C@H:2]1[CH2:7][C@H:6]([C:8]2[N:13]3[N:14]=[C:15]4[N:20]=[CH:19][CH:18]=[C:17]([C:21]5[CH:26]=[CH:25][CH:24]=[CH:23][CH:22]=5)[C:16]4=[C:12]3[NH:11][C:10](=[O:27])[CH:9]=2)[CH2:5][CH2:4][NH:3]1, predict the reactants needed to synthesize it. The reactants are: [CH3:1][CH:2]1[CH2:7][CH:6]([C:8]2[N:13]3[N:14]=[C:15]4[N:20]=[CH:19][CH:18]=[C:17]([C:21]5[CH:26]=[CH:25][CH:24]=[CH:23][CH:22]=5)[C:16]4=[C:12]3[NH:11][C:10](=[O:27])[CH:9]=2)[CH2:5][CH2:4][N:3]1C(OC(C)(C)C)=O.[ClH:35].